The task is: Predict which catalyst facilitates the given reaction.. This data is from Catalyst prediction with 721,799 reactions and 888 catalyst types from USPTO. (1) Reactant: [CH2:1]([O:8][C:9]([NH:11][C:12]1[C:13]([C:23]([O:25]CC)=[O:24])=[N:14][C:15]2[C:20]([CH:21]=1)=[CH:19][CH:18]=[C:17]([Br:22])[CH:16]=2)=[O:10])[C:2]1[CH:7]=[CH:6][CH:5]=[CH:4][CH:3]=1.[O-]P([O-])([O-])=O.[K+].[K+].[K+].O1CCOCC1.CC(O)=O. Product: [CH2:1]([O:8][C:9]([NH:11][C:12]1[C:13]([C:23]([OH:25])=[O:24])=[N:14][C:15]2[C:20]([CH:21]=1)=[CH:19][CH:18]=[C:17]([Br:22])[CH:16]=2)=[O:10])[C:2]1[CH:7]=[CH:6][CH:5]=[CH:4][CH:3]=1. The catalyst class is: 6. (2) Reactant: CO[CH2:3][C:4]1[N:39]=[C:7]2[N:8]([CH:35]([CH3:38])[CH2:36][CH3:37])[C:9](=[O:34])[C:10]([CH2:15][C:16]3[CH:21]=[CH:20][C:19]([C:22]4[CH:27]=[CH:26][CH:25]=[CH:24][C:23]=4[C:28]4[NH:32][C:31](=[O:33])[O:30][N:29]=4)=[CH:18][CH:17]=3)=[C:11]([CH2:12][CH2:13][CH3:14])[N:6]2[N:5]=1.B(Br)(Br)[Br:41].C(=O)([O-])O.[Na+].Cl. Product: [Br:41][CH2:3][C:4]1[N:39]=[C:7]2[N:8]([CH:35]([CH3:38])[CH2:36][CH3:37])[C:9](=[O:34])[C:10]([CH2:15][C:16]3[CH:21]=[CH:20][C:19]([C:22]4[CH:27]=[CH:26][CH:25]=[CH:24][C:23]=4[C:28]4[NH:32][C:31](=[O:33])[O:30][N:29]=4)=[CH:18][CH:17]=3)=[C:11]([CH2:12][CH2:13][CH3:14])[N:6]2[N:5]=1. The catalyst class is: 4. (3) Reactant: [F:1][C:2]1[C:3]([N:14]=[C:15]=[N:16][C:17]2[CH:22]=[C:21]([C:23]([F:26])([F:25])[F:24])[CH:20]=[CH:19][C:18]=2[O:27][CH3:28])=[C:4](/[CH:8]=[CH:9]/[C:10]([O:12][CH3:13])=[O:11])[CH:5]=[CH:6][CH:7]=1.[CH3:29][C:30]1[CH:31]=[C:32]([N:36]2[CH2:41][CH2:40][NH:39][CH2:38][CH2:37]2)[CH:33]=[CH:34][CH:35]=1. The catalyst class is: 4. Product: [F:1][C:2]1[CH:7]=[CH:6][CH:5]=[C:4]2[C:3]=1[N:14]=[C:15]([N:39]1[CH2:40][CH2:41][N:36]([C:32]3[CH:33]=[CH:34][CH:35]=[C:30]([CH3:29])[CH:31]=3)[CH2:37][CH2:38]1)[N:16]([C:17]1[CH:22]=[C:21]([C:23]([F:26])([F:25])[F:24])[CH:20]=[CH:19][C:18]=1[O:27][CH3:28])[CH:8]2[CH2:9][C:10]([O:12][CH3:13])=[O:11]. (4) Reactant: Cl[C:2]1[N:3]=[N+:4]([O-:15])[C:5]2[CH:11]=[C:10]3[CH2:12][CH2:13][O:14][C:9]3=[CH:8][C:6]=2[N:7]=1.[N:16]1([CH2:22][CH2:23][CH2:24][NH2:25])[CH2:21][CH2:20][O:19][CH2:18][CH2:17]1. Product: [N:16]1([CH2:22][CH2:23][CH2:24][NH:25][C:2]2[N:3]=[N+:4]([O-:15])[C:5]3[CH:11]=[C:10]4[CH2:12][CH2:13][O:14][C:9]4=[CH:8][C:6]=3[N:7]=2)[CH2:21][CH2:20][O:19][CH2:18][CH2:17]1. The catalyst class is: 57. (5) Reactant: [Cl:1][C:2]1[CH:3]=[C:4]([C:13]([O:15]C)=[O:14])[C:5]2[O:11][CH2:10][CH2:9][CH2:8][O:7][C:6]=2[CH:12]=1.[OH-].[K+].Cl. The catalyst class is: 6. Product: [Cl:1][C:2]1[CH:3]=[C:4]([C:13]([OH:15])=[O:14])[C:5]2[O:11][CH2:10][CH2:9][CH2:8][O:7][C:6]=2[CH:12]=1. (6) Reactant: [N+:1]([C:4]1[CH:13]=[C:12]2[C:7]([CH:8]=[CH:9][C:10](N)=[CH:11]2)=[CH:6][CH:5]=1)([O-:3])=[O:2].[F:15][B-](F)(F)F.N#[O+]. Product: [F:15][C:10]1[CH:11]=[C:12]2[C:7]([CH:6]=[CH:5][C:4]([N+:1]([O-:3])=[O:2])=[CH:13]2)=[CH:8][CH:9]=1. The catalyst class is: 4.